Dataset: Experimental lipophilicity measurements (octanol/water distribution) for 4,200 compounds from AstraZeneca. Task: Regression/Classification. Given a drug SMILES string, predict its absorption, distribution, metabolism, or excretion properties. Task type varies by dataset: regression for continuous measurements (e.g., permeability, clearance, half-life) or binary classification for categorical outcomes (e.g., BBB penetration, CYP inhibition). For this dataset (lipophilicity_astrazeneca), we predict Y. The molecule is O=C(COc1ccc(OCCNCC(O)COc2ccccc2)cc1)NCCO. The Y is 0.420 logD.